This data is from Full USPTO retrosynthesis dataset with 1.9M reactions from patents (1976-2016). The task is: Predict the reactants needed to synthesize the given product. (1) Given the product [O:27]([C:24]1[CH:25]=[CH:26][C:21]([C:15]2[C:16]([C:18]([NH2:19])=[O:20])=[CH:17][N:13]([CH:10]3[CH2:11][CH2:12][NH:8][CH2:9]3)[N:14]=2)=[CH:22][CH:23]=1)[C:28]1[CH:33]=[CH:32][CH:31]=[CH:30][CH:29]=1, predict the reactants needed to synthesize it. The reactants are: C(OC([N:8]1[CH2:12][CH2:11][CH:10]([N:13]2[CH:17]=[C:16]([C:18](=[O:20])[NH2:19])[C:15]([C:21]3[CH:26]=[CH:25][C:24]([O:27][C:28]4[CH:33]=[CH:32][CH:31]=[CH:30][CH:29]=4)=[CH:23][CH:22]=3)=[N:14]2)[CH2:9]1)=O)(C)(C)C.Cl.CCO. (2) Given the product [CH3:39][O:40][C:41]1[CH:42]=[C:43]([NH:44][C:7]2[N:8]=[CH:9][C:10]3=[C:2]([CH3:1])[N:3]=[C:4]([C:13]4[CH:18]=[CH:17][CH:16]=[CH:15][CH:14]=4)[N:5]3[N:6]=2)[CH:45]=[CH:46][C:47]=1[O:48][CH3:49], predict the reactants needed to synthesize it. The reactants are: [CH3:1][C:2]1[N:3]=[C:4]([C:13]2[CH:18]=[CH:17][CH:16]=[CH:15][CH:14]=2)[N:5]2[C:10]=1[CH:9]=[N:8][C:7](SC)=[N:6]2.CC1N=C(C2C=CC=CC=2)N2C=1C=NC(S(C)(=O)=O)=N2.[CH3:39][O:40][C:41]1[CH:42]=[C:43]([CH:45]=[CH:46][C:47]=1[O:48][CH3:49])[NH2:44]. (3) Given the product [CH3:15][C:12]1[C:11]2[CH2:10][CH2:9][CH2:8][CH2:7][C:6]=2[CH:5]2[C:13]=1[CH2:1][CH2:2][CH2:3][CH2:4]2, predict the reactants needed to synthesize it. The reactants are: [CH2:1]1[CH:13]2[CH:5]([C:6]3[CH2:7][CH2:8][CH2:9][CH2:10][C:11]=3[C:12]2=O)[CH2:4][CH2:3][CH2:2]1.[CH3:15][Mg]Br.Cl. (4) Given the product [Br:14][C:5]1[CH:4]=[C:3]([O:2][CH3:1])[C:11]2[O:10][C:9]([CH3:13])([CH3:12])[CH2:8][C:7]=2[CH:6]=1, predict the reactants needed to synthesize it. The reactants are: [CH3:1][O:2][C:3]1[C:11]2[O:10][C:9]([CH3:13])([CH3:12])[CH2:8][C:7]=2[CH:6]=[CH:5][CH:4]=1.[Br:14]N1C(=O)CCC1=O.O.C(OCC)C.